From a dataset of Full USPTO retrosynthesis dataset with 1.9M reactions from patents (1976-2016). Predict the reactants needed to synthesize the given product. Given the product [C:7]([C:9]1[CH:14]=[CH:13][C:12]([NH:15][C:16]2[O:20][C:19]([C:21]([NH:23][C:24]3[CH:29]=[CH:28][C:27]([C@H:30]4[CH2:35][CH2:34][C@H:33]([CH:36]([CH3:42])[C:37]([OH:39])=[O:38])[CH2:32][CH2:31]4)=[CH:26][CH:25]=3)=[O:22])=[N:18][N:17]=2)=[CH:11][CH:10]=1)#[N:8], predict the reactants needed to synthesize it. The reactants are: C[Si](C)(C)[O-].[K+].[C:7]([C:9]1[CH:14]=[CH:13][C:12]([NH:15][C:16]2[O:20][C:19]([C:21]([NH:23][C:24]3[CH:29]=[CH:28][C:27]([C@H:30]4[CH2:35][CH2:34][C@H:33]([CH:36]([CH3:42])[C:37]([O:39]CC)=[O:38])[CH2:32][CH2:31]4)=[CH:26][CH:25]=3)=[O:22])=[N:18][N:17]=2)=[CH:11][CH:10]=1)#[N:8].C(O)(=O)CC(CC(O)=O)(C(O)=O)O.